From a dataset of Reaction yield outcomes from USPTO patents with 853,638 reactions. Predict the reaction yield, written as a fraction of the theoretical maximum amount of product (1.0 means a 100% yield; for example, 0.34 means a 34% yield). (1) The reactants are [Cl:1][C:2]1[CH:3]=[CH:4][C:5]([C:9]2[O:10][CH:11]=[CH:12][N:13]=2)=[C:6]([OH:8])[CH:7]=1.C1(C)C=CC=CC=1.C[O-].[Na+:23]. The catalyst is CO. The product is [Cl:1][C:2]1[CH:3]=[CH:4][C:5]([C:9]2[O:10][CH:11]=[CH:12][N:13]=2)=[C:6]([O-:8])[CH:7]=1.[Na+:23]. The yield is 0.929. (2) The reactants are [F:1][C:2]1[CH:12]=[CH:11][C:10]2=[C:13]3[C:3]=1[O:4][CH2:5][CH2:6][N:7]3[C:8]([CH:14]([NH:16][C:17]1[N:25]=[CH:24][N:23]=[C:22]3[C:18]=1[N:19]=[CH:20][N:21]3C1CCCCO1)[CH3:15])=[N:9]2. The catalyst is O1CCOCC1.CO. The product is [F:1][C:2]1[CH:12]=[CH:11][C:10]2=[C:13]3[C:3]=1[O:4][CH2:5][CH2:6][N:7]3[C:8]([CH:14]([NH:16][C:17]1[N:25]=[CH:24][N:23]=[C:22]3[C:18]=1[N:19]=[CH:20][NH:21]3)[CH3:15])=[N:9]2. The yield is 0.870. (3) The reactants are [OH-].[K+].[NH2:3][C:4]1[CH:11]=[C:10]([Br:12])[CH:9]=[CH:8][C:5]=1[CH:6]=O.[CH:13](=O)[CH2:14][CH3:15]. The catalyst is C(O)C. The product is [Br:12][C:10]1[CH:11]=[C:4]2[C:5]([CH:6]=[C:14]([CH3:15])[CH:13]=[N:3]2)=[CH:8][CH:9]=1. The yield is 0.720. (4) The reactants are C([O:8][CH2:9][C:10]([CH:13]1[O:26][CH2:25][C:24]2[C:23]3[C:18](=[CH:19][CH:20]=[CH:21][CH:22]=3)[C:17](=[O:27])[NH:16][C:15]=2[CH2:14]1)([CH3:12])[CH3:11])C1C=CC=CC=1. The catalyst is [OH-].[OH-].[Pd+2].Cl.C(O)C.O1CCOCC1. The product is [OH:8][CH2:9][C:10]([CH:13]1[O:26][CH2:25][C:24]2[C:23]3[C:18](=[CH:19][CH:20]=[CH:21][CH:22]=3)[C:17](=[O:27])[NH:16][C:15]=2[CH2:14]1)([CH3:11])[CH3:12]. The yield is 0.240.